From a dataset of Full USPTO retrosynthesis dataset with 1.9M reactions from patents (1976-2016). Predict the reactants needed to synthesize the given product. (1) Given the product [CH3:25][N:17]([C:13]1[CH:14]=[N:15][CH:16]=[C:11]([C:3]2[N:2]([CH3:1])[C:10]3[C:5]([CH:4]=2)=[CH:6][CH:7]=[CH:8][CH:9]=3)[CH:12]=1)[S:18]([CH2:21][CH3:22])(=[O:20])=[O:19], predict the reactants needed to synthesize it. The reactants are: [CH3:1][N:2]1[C:10]2[C:5](=[CH:6][CH:7]=[CH:8][CH:9]=2)[CH:4]=[C:3]1[C:11]1[CH:12]=[C:13]([NH:17][S:18]([CH2:21][CH3:22])(=[O:20])=[O:19])[CH:14]=[N:15][CH:16]=1.[H-].[Na+].[CH3:25]I. (2) Given the product [CH3:23][N:22]([CH2:21][C:18]1[CH:19]=[CH:20][C:15]([N:8]2[C:9]3[C:4](=[CH:3][C:2]([F:1])=[C:11]([F:12])[C:10]=3[O:13][CH3:14])[C:5](=[O:32])[C:6]([C:27]([O:29][CH2:30][CH3:31])=[O:28])=[CH:7]2)=[CH:16][CH:17]=1)[CH3:26], predict the reactants needed to synthesize it. The reactants are: [F:1][C:2]1[CH:3]=[C:4]2[C:9](=[C:10]([O:13][CH3:14])[C:11]=1[F:12])[N:8]([C:15]1[CH:20]=[CH:19][C:18]([CH2:21][N:22]3[CH2:26]CC[CH2:23]3)=[CH:17][CH:16]=1)[CH:7]=[C:6]([C:27]([O:29][CH2:30][CH3:31])=[O:28])[C:5]2=[O:32].CN(CC1C=CC(N)=CC=1)C. (3) Given the product [CH3:30][N:28]([CH3:29])[C:25]1[CH:26]=[CH:27][C:22]([CH2:21][NH:20][C:12]2[C:13]3[C:18]([CH3:19])=[N:17][CH:16]=[N:15][C:14]=3[N:9]([OH:8])[C:10](=[O:31])[CH:11]=2)=[CH:23][CH:24]=1, predict the reactants needed to synthesize it. The reactants are: C([O:8][N:9]1[C:14]2[N:15]=[CH:16][N:17]=[C:18]([CH3:19])[C:13]=2[C:12]([NH:20][CH2:21][C:22]2[CH:27]=[CH:26][C:25]([N:28]([CH3:30])[CH3:29])=[CH:24][CH:23]=2)=[CH:11][C:10]1=[O:31])C1C=CC=CC=1.CO.[H][H].